Task: Predict which catalyst facilitates the given reaction.. Dataset: Catalyst prediction with 721,799 reactions and 888 catalyst types from USPTO (1) The catalyst class is: 5. Product: [Cl:1][C:2]1[CH:3]=[C:4]([CH:25]=[CH:26][C:27]=1[Cl:28])[CH2:5][N:6]1[C:15](=[O:16])[C:14]2[C:9](=[CH:10][CH:11]=[C:12]([NH:17][C:18](=[O:24])[CH2:19][OH:20])[CH:13]=2)[N:8]=[CH:7]1. Reactant: [Cl:1][C:2]1[CH:3]=[C:4]([CH:25]=[CH:26][C:27]=1[Cl:28])[CH2:5][N:6]1[C:15](=[O:16])[C:14]2[C:9](=[CH:10][CH:11]=[C:12]([NH:17][C:18](=[O:24])[CH2:19][O:20]C(=O)C)[CH:13]=2)[N:8]=[CH:7]1.[Li+].[OH-]. (2) Reactant: [Cl:1][C:2]1[CH:3]=[C:4]([S:8]([CH:11]2[CH2:16][CH2:15][NH:14][CH2:13][CH2:12]2)(=[O:10])=[O:9])[CH:5]=[CH:6][CH:7]=1.Cl[C:18]1[C:27]2[C:22](=[CH:23][CH:24]=[CH:25][CH:26]=2)[CH:21]=[CH:20][N:19]=1.CCN(C(C)C)C(C)C. Product: [Cl:1][C:2]1[CH:3]=[C:4]([S:8]([CH:11]2[CH2:16][CH2:15][N:14]([C:18]3[C:27]4[C:22](=[CH:23][CH:24]=[CH:25][CH:26]=4)[CH:21]=[CH:20][N:19]=3)[CH2:13][CH2:12]2)(=[O:10])=[O:9])[CH:5]=[CH:6][CH:7]=1. The catalyst class is: 12. (3) Reactant: C(=O)([O-])[O-].[Cs+].[Cs+].Br[CH2:8][C:9]1[CH:14]=[CH:13][C:12]([F:15])=[CH:11][CH:10]=1.[N:16]1([C:22]2[N:23]=[C:24]3[NH:32][C@H:31]([C:33]([F:36])([F:35])[F:34])[CH2:30][CH2:29][N:25]3[C:26](=[O:28])[CH:27]=2)[CH2:21][CH2:20][O:19][CH2:18][CH2:17]1. Product: [F:15][C:12]1[CH:13]=[CH:14][C:9]([CH2:8][N:32]2[C:24]3=[N:23][C:22]([N:16]4[CH2:21][CH2:20][O:19][CH2:18][CH2:17]4)=[CH:27][C:26](=[O:28])[N:25]3[CH2:29][CH2:30][C@H:31]2[C:33]([F:34])([F:35])[F:36])=[CH:10][CH:11]=1. The catalyst class is: 10. (4) Reactant: [NH2:1][C:2]1[S:3][CH:4]=[CH:5][N:6]=1.CO[CH:9]1[CH2:13][CH2:12][CH:11](OC)O1.O.C(=O)([O-])[O-].[Na+].[Na+]. Product: [N:1]1([C:2]2[S:3][CH:4]=[CH:5][N:6]=2)[CH:9]=[CH:13][CH:12]=[CH:11]1. The catalyst class is: 15. (5) Reactant: [BH4-].[Li+].C[O:4][C:5](=O)[C:6]1[C:7](=[CH:15][CH:16]=[CH:17][C:18]=1[CH2:19][N:20]([C:22]([O:24][C:25]([CH3:28])([CH3:27])[CH3:26])=[O:23])[CH3:21])[C:8]([N:10]([CH2:13][CH3:14])[CH2:11][CH3:12])=[O:9]. Product: [C:25]([O:24][C:22](=[O:23])[N:20]([CH2:19][C:18]1[CH:17]=[CH:16][CH:15]=[C:7]([C:8](=[O:9])[N:10]([CH2:13][CH3:14])[CH2:11][CH3:12])[C:6]=1[CH2:5][OH:4])[CH3:21])([CH3:27])([CH3:28])[CH3:26]. The catalyst class is: 332.